Predict which catalyst facilitates the given reaction. From a dataset of Catalyst prediction with 721,799 reactions and 888 catalyst types from USPTO. (1) Reactant: Cl[C:2]1[CH:7]=[C:6]([Cl:8])[N:5]=[C:4]([NH2:9])[N:3]=1.[CH2:10]([C@@H:12]1[CH2:17][O:16][CH2:15][CH2:14][NH:13]1)[CH3:11].CCN(C(C)C)C(C)C. Product: [Cl:8][C:6]1[CH:7]=[C:2]([N:13]2[CH2:14][CH2:15][O:16][CH2:17][C@H:12]2[CH2:10][CH3:11])[N:3]=[C:4]([NH2:9])[N:5]=1. The catalyst class is: 23. (2) Reactant: [C:1]1(=[O:8])[CH2:6][CH2:5][CH2:4][C:3](=[O:7])[CH2:2]1.C(=O)([O-])[O-].[Na+].[Na+].[F:15][C:16]([F:29])([F:28])[S:17](O[S:17]([C:16]([F:29])([F:28])[F:15])(=[O:19])=[O:18])(=[O:19])=[O:18]. Product: [F:15][C:16]([F:29])([F:28])[S:17]([O:7][C:3]1[CH2:4][CH2:5][CH2:6][C:1](=[O:8])[CH:2]=1)(=[O:19])=[O:18]. The catalyst class is: 4. (3) Reactant: [CH3:1][CH:2]1[CH2:7][O:6][CH2:5][CH2:4][NH:3]1.[Br:8][C:9]1[C:10]2[O:19][C:18]([CH:20]=O)=[CH:17][C:11]=2[C:12](=[O:16])[N:13]([CH3:15])[CH:14]=1. Product: [Br:8][C:9]1[C:10]2[O:19][C:18]([CH2:20][N:3]3[CH2:4][CH2:5][O:6][CH2:7][CH:2]3[CH3:1])=[CH:17][C:11]=2[C:12](=[O:16])[N:13]([CH3:15])[CH:14]=1. The catalyst class is: 130. (4) Reactant: C[N:2]([CH:4]=[C:5]([C:10](=O)[CH2:11][O:12][CH3:13])[C:6]([O:8][CH3:9])=[O:7])C.O.[NH2:16]N.CC(O)=O. Product: [CH3:13][O:12][CH2:11][C:10]1[C:5]([C:6]([O:8][CH3:9])=[O:7])=[CH:4][NH:2][N:16]=1. The catalyst class is: 51. (5) Reactant: [CH3:1][C:2]1[C:6]([C:7]2[N:8]([C:19]3[CH:24]=[CH:23][C:22]([OH:25])=[CH:21][CH:20]=3)[C:9]3[C:14]([C:15]=2[C:16](=[NH:18])[O-])=[CH:13][CH:12]=[CH:11][CH:10]=3)=[C:5]([CH3:26])[O:4][N:3]=1.[NH2:27][NH2:28]. Product: [CH3:1][C:2]1[C:6]([C:7]2[N:8]([C:19]3[CH:20]=[CH:21][C:22]([OH:25])=[CH:23][CH:24]=3)[C:9]3[C:14]([C:15]=2[C:16](=[N:27][NH2:28])[NH2:18])=[CH:13][CH:12]=[CH:11][CH:10]=3)=[C:5]([CH3:26])[O:4][N:3]=1. The catalyst class is: 351.